This data is from Full USPTO retrosynthesis dataset with 1.9M reactions from patents (1976-2016). The task is: Predict the reactants needed to synthesize the given product. (1) Given the product [CH2:1]([O:8][C:9](=[O:22])[NH:10][CH2:11][CH2:12][CH2:13][CH2:14][C:15]1[CH:20]=[CH:19][C:18]([O:21][CH2:27][CH2:26][N:25]([CH3:29])[CH3:24])=[CH:17][CH:16]=1)[C:2]1[CH:7]=[CH:6][CH:5]=[CH:4][CH:3]=1, predict the reactants needed to synthesize it. The reactants are: [CH2:1]([O:8][C:9](=[O:22])[NH:10][CH2:11][CH2:12][CH2:13][CH2:14][C:15]1[CH:20]=[CH:19][C:18]([OH:21])=[CH:17][CH:16]=1)[C:2]1[CH:7]=[CH:6][CH:5]=[CH:4][CH:3]=1.Cl.[CH3:24][N:25]([CH3:29])[CH2:26][CH2:27]Cl.C(=O)([O-])[O-].[K+].[K+].C1OCCOCCOCCOCCOCCOC1. (2) Given the product [C:28]1([C:26]2[C:25]3[C:24](=[CH:37][CH:36]=[CH:35][CH:34]=3)[N:23]=[C:20]([C:17]3[CH:16]=[CH:15][C:14]([N:12]4[C:13]5[CH:1]=[CH:2][CH:3]=[CH:4][C:5]=5[C:6]5[C:11]4=[CH:10][CH:9]=[CH:8][CH:7]=5)=[CH:19][CH:18]=3)[CH:21]=2)[CH:29]=[CH:30][CH:31]=[CH:32][CH:33]=1, predict the reactants needed to synthesize it. The reactants are: [CH:1]1[C:13]2[N:12]([C:14]3[CH:19]=[CH:18][C:17]([C:20](=O)[CH3:21])=[CH:16][CH:15]=3)[C:11]3[C:6](=[CH:7][CH:8]=[CH:9][CH:10]=3)[C:5]=2[CH:4]=[CH:3][CH:2]=1.[NH2:23][C:24]1[CH:37]=[CH:36][CH:35]=[CH:34][C:25]=1[C:26]([C:28]1[CH:33]=[CH:32][CH:31]=[CH:30][CH:29]=1)=O.P([O-])(OC1C=CC=CC=1)(OC1C=CC=CC=1)=O.C1C(O)=CC=CC=1C.